This data is from Forward reaction prediction with 1.9M reactions from USPTO patents (1976-2016). The task is: Predict the product of the given reaction. (1) Given the reactants C(OC([N:8]1[CH2:13][CH2:12][N:11]([C:14]([C:16]2[C:17]3[CH:18]=[CH:19][CH:20]=[N:21][C:22]=3[C:23]([O:38]C(C3C=CC=CC=3)C3C=CC=CC=3)=[C:24]3[C:28](=[O:29])[N:27]([CH2:30][C:31]4[CH:36]=[CH:35][C:34]([F:37])=[CH:33][CH:32]=4)[CH2:26][C:25]=23)=[O:15])[CH2:10][CH2:9]1)=O)(C)(C)C.C([SiH](CC)CC)C.FC(F)(F)C(O)=O, predict the reaction product. The product is: [F:37][C:34]1[CH:35]=[CH:36][C:31]([CH2:30][N:27]2[C:28](=[O:29])[C:24]3[C:23]([OH:38])=[C:22]4[C:17]([CH:18]=[CH:19][CH:20]=[N:21]4)=[C:16]([C:14]([N:11]4[CH2:12][CH2:13][NH:8][CH2:9][CH2:10]4)=[O:15])[C:25]=3[CH2:26]2)=[CH:32][CH:33]=1. (2) Given the reactants [O:1]=[C:2]1[C@H:6]([NH:7][C:8]2[CH2:12][S:11][C:10](=[O:13])[N:9]=2)[CH2:5][CH2:4][NH:3]1.[F:14][C:15]([F:36])([F:35])[C:16]1[CH:30]=[C:29]([C:31]([F:34])([F:33])[F:32])[CH:28]=[CH:27][C:17]=1[CH2:18][N:19]1[CH2:24][CH2:23][CH:22]([CH:25]=O)[CH2:21][CH2:20]1.C([O-])(=O)C.[NH2+]1CCCCC1, predict the reaction product. The product is: [F:36][C:15]([F:14])([F:35])[C:16]1[CH:30]=[C:29]([C:31]([F:34])([F:33])[F:32])[CH:28]=[CH:27][C:17]=1[CH2:18][N:19]1[CH2:24][CH2:23][CH:22](/[CH:25]=[C:12]2/[C:8]([NH:7][C@@H:6]3[CH2:5][CH2:4][NH:3][C:2]3=[O:1])=[N:9][C:10](=[O:13])[S:11]/2)[CH2:21][CH2:20]1. (3) Given the reactants Br[C:2]1[CH:7]=[C:6]([C:8]([F:11])([F:10])[F:9])[CH:5]=[C:4]([CH3:12])[CH:3]=1.P([O-])([O-])([O-])=O.[K+].[K+].[K+].[CH:21](B1OC(C)(C)C(C)(C)O1)=[CH2:22], predict the reaction product. The product is: [CH:21]([C:2]1[CH:7]=[C:6]([C:8]([F:11])([F:10])[F:9])[CH:5]=[C:4]([CH3:12])[CH:3]=1)=[CH2:22]. (4) Given the reactants C(=O)([O-])[O-].[Cs+].[Cs+].[CH3:7][N:8]([CH3:12])[CH2:9][CH2:10][OH:11].[C:13]1([S:19]([C:22]2[CH:23]=[N:24][C:25]3[C:30]([CH:31]=2)=[CH:29][CH:28]=[CH:27][C:26]=3I)(=[O:21])=[O:20])[CH:18]=[CH:17][CH:16]=[CH:15][CH:14]=1, predict the reaction product. The product is: [C:13]1([S:19]([C:22]2[CH:23]=[N:24][C:25]3[C:30]([CH:31]=2)=[CH:29][CH:28]=[CH:27][C:26]=3[O:11][CH2:10][CH2:9][N:8]([CH3:12])[CH3:7])(=[O:21])=[O:20])[CH:18]=[CH:17][CH:16]=[CH:15][CH:14]=1.